The task is: Predict the reactants needed to synthesize the given product.. This data is from Full USPTO retrosynthesis dataset with 1.9M reactions from patents (1976-2016). (1) Given the product [C:7]([N:11]1[CH:12]=[CH:13][C:14]([CH3:18])([CH3:17])[CH2:15][CH2:16]1)([CH3:10])([CH3:8])[CH3:9], predict the reactants needed to synthesize it. The reactants are: [H-].[Al+3].[Li+].[H-].[H-].[H-].[C:7]([N:11]1[CH:16]=[CH:15][C:14]([CH3:18])([CH3:17])[CH2:13][C:12]1=O)([CH3:10])([CH3:9])[CH3:8].O.O.O.O.O.O.O.O.O.O.S([O-])([O-])(=O)=O.[Na+].[Na+].S([O-])([O-])(=O)=O.[Na+].[Na+]. (2) The reactants are: [N:1]1[CH:6]=[CH:5][CH:4]=[C:3]([CH2:7][C:8](O)=O)[CH:2]=1.[NH2:11][C:12]1[C:13](=[O:34])[N:14]([CH2:31][CH2:32][CH3:33])[C:15](=[O:30])[N:16]([CH2:19][CH2:20][C:21]2[CH:26]=[CH:25][C:24]([N+:27]([O-:29])=[O:28])=[CH:23][CH:22]=2)[C:17]=1[NH2:18]. Given the product [N+:27]([C:24]1[CH:25]=[CH:26][C:21]([CH2:20][CH2:19][N:16]2[C:17]3[N:18]=[C:8]([CH2:7][C:3]4[CH:2]=[N:1][CH:6]=[CH:5][CH:4]=4)[NH:11][C:12]=3[C:13](=[O:34])[N:14]([CH2:31][CH2:32][CH3:33])[C:15]2=[O:30])=[CH:22][CH:23]=1)([O-:29])=[O:28], predict the reactants needed to synthesize it. (3) Given the product [F:1][C:2]1[CH:3]=[C:4]([C:13]([NH:32][C:33]2[CH:34]=[CH:35][C:36]([CH2:39][CH:40]([CH3:46])[C:41]([O:43][CH2:44][CH3:45])=[O:42])=[CH:37][CH:38]=2)=[O:15])[C:5]2[O:9][C:8]([CH3:10])([CH3:11])[CH2:7][C:6]=2[CH:12]=1, predict the reactants needed to synthesize it. The reactants are: [F:1][C:2]1[CH:3]=[C:4]([C:13]([OH:15])=O)[C:5]2[O:9][C:8]([CH3:11])([CH3:10])[CH2:7][C:6]=2[CH:12]=1.FC1C(F)=C(C(O)=O)C2OC(C)(C)CC=2C=1.[NH2:32][C:33]1[CH:38]=[CH:37][C:36]([CH2:39][CH:40]([CH3:46])[C:41]([O:43][CH2:44][CH3:45])=[O:42])=[CH:35][CH:34]=1.C(N(CC)CC)C.CCCP1(OP(CCC)(=O)OP(CCC)(=O)O1)=O. (4) Given the product [NH2:18][S:15]([N:7]1[CH2:6][CH2:5][N:4]([C:8]([O:10][C:11]([CH3:13])([CH3:12])[CH3:14])=[O:9])[CH2:3][C@@H:2]1[CH3:1])(=[O:17])=[O:16], predict the reactants needed to synthesize it. The reactants are: [CH3:1][C@@H:2]1[NH:7][CH2:6][CH2:5][N:4]([C:8]([O:10][C:11]([CH3:14])([CH3:13])[CH3:12])=[O:9])[CH2:3]1.[S:15](N)([NH2:18])(=[O:17])=[O:16]. (5) Given the product [CH2:1]([N:8]1[CH2:13][CH2:12][CH:11]([C:14]([NH:16][C:17]2[CH:22]=[CH:21][C:20]([CH2:23][NH:24][C:25]3[C:34]4[C:29](=[CH:30][C:31]([CH3:35])=[CH:32][CH:33]=4)[N:28]=[C:27]([N:42]4[CH2:41][CH2:40][NH:39][C@H:38]([CH3:37])[CH2:43]4)[N:26]=3)=[CH:19][CH:18]=2)=[O:15])[CH2:10][CH2:9]1)[C:2]1[CH:7]=[CH:6][CH:5]=[CH:4][CH:3]=1, predict the reactants needed to synthesize it. The reactants are: [CH2:1]([N:8]1[CH2:13][CH2:12][CH:11]([C:14]([NH:16][C:17]2[CH:22]=[CH:21][C:20]([CH2:23][NH:24][C:25]3[C:34]4[C:29](=[CH:30][C:31]([CH3:35])=[CH:32][CH:33]=4)[N:28]=[C:27](Cl)[N:26]=3)=[CH:19][CH:18]=2)=[O:15])[CH2:10][CH2:9]1)[C:2]1[CH:7]=[CH:6][CH:5]=[CH:4][CH:3]=1.[CH3:37][C@@H:38]1[CH2:43][NH:42][CH2:41][CH2:40][NH:39]1.